This data is from hERG Central: cardiac toxicity at 1µM, 10µM, and general inhibition. The task is: Predict hERG channel inhibition at various concentrations. (1) The molecule is O=C(NCCCn1ccnc1)c1cc2nc(-c3ccc(Br)cc3)cc(C(F)(F)F)n2n1. Results: hERG_inhib (hERG inhibition (general)): blocker. (2) The compound is CCOC(=O)c1ccc(Nc2cc(C)nc3nc(C)nn23)cc1. Results: hERG_inhib (hERG inhibition (general)): blocker. (3) The drug is CCn1c(CNC(=O)COc2c(C)cccc2C)nnc1SCC(=O)Nc1nccs1. Results: hERG_inhib (hERG inhibition (general)): blocker.